From a dataset of Catalyst prediction with 721,799 reactions and 888 catalyst types from USPTO. Predict which catalyst facilitates the given reaction. Reactant: [C:1]([O:5][C:6]([N:8]([CH2:13][CH2:14][OH:15])[CH2:9][C:10]([CH3:12])=[CH2:11])=[O:7])([CH3:4])([CH3:3])[CH3:2].CC(C)([O-])C.[K+].[C:22]1([CH3:32])[CH:27]=[CH:26][C:25]([S:28](Cl)(=[O:30])=[O:29])=[CH:24][CH:23]=1.O. Product: [C:1]([O:5][C:6]([N:8]([CH2:13][CH2:14][O:15][S:28]([C:25]1[CH:26]=[CH:27][C:22]([CH3:32])=[CH:23][CH:24]=1)(=[O:30])=[O:29])[CH2:9][C:10]([CH3:12])=[CH2:11])=[O:7])([CH3:4])([CH3:3])[CH3:2]. The catalyst class is: 28.